The task is: Predict the product of the given reaction.. This data is from Forward reaction prediction with 1.9M reactions from USPTO patents (1976-2016). (1) Given the reactants FC1C(F)=CC([C:9]2[CH:14]=[CH:13][N:12]=[CH:11][C:10]=2[N:15](CCS(C)(=O)=O)[C:16](=O)C2C=C(C(F)(F)F)N=C(C(F)(F)F)C=2)=C(OC)C=1.[F:40][C:41]1[CH:46]=[C:45]([F:47])[C:44]([O:48][CH3:49])=[CH:43][C:42]=1B(O)O.[F-].[K+].C1(P(C2C=CC=CC=2)C2C=CC=CC=2)C=CC=CC=1, predict the reaction product. The product is: [F:40][C:41]1[CH:46]=[C:45]([F:47])[C:44]([O:48][CH3:49])=[CH:43][C:42]=1[C:9]1[CH:14]=[CH:13][N:12]=[CH:11][C:10]=1[NH:15][CH3:16]. (2) Given the reactants CCN(C(C)C)C(C)C.[CH3:10][S:11](Cl)(=[O:13])=[O:12].Cl[CH2:16][C:17]1[CH:18]=[C:19]([NH:27][C:28]([N:30]2[C:38]3[C:33](=[CH:34][C:35]([O:39][C:40]4[C:41]5[CH2:49][CH2:48][N:47]([C:50]([O:52][C:53]([CH3:56])([CH3:55])[CH3:54])=[O:51])[CH2:46][C:42]=5[N:43]=[CH:44][N:45]=4)=[CH:36][CH:37]=3)[CH:32]=[CH:31]2)=[O:29])[CH:20]=[C:21]([C:23]([F:26])([F:25])[F:24])[CH:22]=1.CC[O:59]C(C)=O, predict the reaction product. The product is: [CH3:10][S:11]([O:13][CH2:16][C:17]1[CH:18]=[C:19]([NH:27][C:28]([N:30]2[C:38]3[C:33](=[CH:34][C:35]([O:39][C:40]4[C:41]5[CH2:49][CH2:48][N:47]([C:50]([O:52][C:53]([CH3:56])([CH3:55])[CH3:54])=[O:51])[CH2:46][C:42]=5[N:43]=[CH:44][N:45]=4)=[CH:36][CH:37]=3)[CH:32]=[CH:31]2)=[O:29])[CH:20]=[C:21]([C:23]([F:26])([F:25])[F:24])[CH:22]=1)(=[O:59])=[O:12]. (3) The product is: [CH2:11]([C:15]1[CH:20]=[CH:19][C:18]([S:21]([NH:2][C@H:3]2[CH2:9][CH2:8][CH2:7][CH2:6][NH:5][C:4]2=[O:10])(=[O:23])=[O:22])=[CH:17][CH:16]=1)[CH2:12][CH2:13][CH3:14]. Given the reactants Cl.[NH2:2][C@H:3]1[CH2:9][CH2:8][CH2:7][CH2:6][NH:5][C:4]1=[O:10].[CH2:11]([C:15]1[CH:20]=[CH:19][C:18]([S:21](Cl)(=[O:23])=[O:22])=[CH:17][CH:16]=1)[CH2:12][CH2:13][CH3:14].C(N(CC)CC)C, predict the reaction product. (4) The product is: [CH:15]1([NH:14][C:10]2[N:9]=[C:8]([C:6]3[CH:5]=[CH:4][N:3]=[C:2]([NH:24][C:23]4[CH:25]=[CH:26][CH:27]=[C:21]([F:20])[CH:22]=4)[CH:7]=3)[CH:13]=[CH:12][N:11]=2)[CH2:19][CH2:18][CH2:17][CH2:16]1. Given the reactants Cl[C:2]1[CH:7]=[C:6]([C:8]2[CH:13]=[CH:12][N:11]=[C:10]([NH:14][CH:15]3[CH2:19][CH2:18][CH2:17][CH2:16]3)[N:9]=2)[CH:5]=[CH:4][N:3]=1.[F:20][C:21]1[CH:22]=[C:23]([CH:25]=[CH:26][CH:27]=1)[NH2:24], predict the reaction product. (5) The product is: [Br:1][C:2]1[C:3](=[O:17])[NH:4][C:5](=[O:16])[N:6]([CH2:8][CH2:9][C:10]2[CH:15]=[CH:14][C:13]([O:27][C:24]3[CH:25]=[CH:26][CH:21]=[CH:22][CH:23]=3)=[CH:12][CH:11]=2)[N:7]=1. Given the reactants [Br:1][C:2]1[C:3](=[O:17])[NH:4][C:5](=[O:16])[N:6]([CH2:8][CH2:9][C:10]2[CH:15]=[CH:14][CH:13]=[CH:12][CH:11]=2)[N:7]=1.ICC[C:21]1[CH:26]=[CH:25][C:24]([O:27]C2C=CC=CC=2)=[CH:23][CH:22]=1.C(I)CC1C=CC=CC=1, predict the reaction product. (6) The product is: [Cl:12][C:9]1[CH:10]=[CH:11][C:6]([CH:2]2[NH:1][C:13]3([CH2:18][CH2:17][CH2:16][CH2:15][CH2:14]3)[NH:5][C:3]2=[O:4])=[CH:7][CH:8]=1. Given the reactants [NH2:1][CH:2]([C:6]1[CH:11]=[CH:10][C:9]([Cl:12])=[CH:8][CH:7]=1)[C:3]([NH2:5])=[O:4].[C:13]1(=O)[CH2:18][CH2:17][CH2:16][CH2:15][CH2:14]1, predict the reaction product.